From a dataset of Peptide-MHC class II binding affinity with 134,281 pairs from IEDB. Regression. Given a peptide amino acid sequence and an MHC pseudo amino acid sequence, predict their binding affinity value. This is MHC class II binding data. (1) The peptide sequence is TDDNEEPIAPYHFDL. The MHC is DRB1_0701 with pseudo-sequence DRB1_0701. The binding affinity (normalized) is 0.261. (2) The peptide sequence is AAAGLAAAAPLESRQ. The MHC is DRB1_0301 with pseudo-sequence DRB1_0301. The binding affinity (normalized) is 0.369.